This data is from Forward reaction prediction with 1.9M reactions from USPTO patents (1976-2016). The task is: Predict the product of the given reaction. The product is: [CH3:26][C:5]1[N:6]([CH2:7][CH2:8][O:9][C:10]2[CH:11]=[CH:12][C:13]([CH2:16][C@H:17]([O:23][CH2:24][CH3:25])[C:18]([OH:20])=[O:19])=[CH:14][CH:15]=2)[C:2]([CH3:1])=[CH:3][CH:4]=1. Given the reactants [CH3:1][C:2]1[N:6]([CH2:7][CH2:8][O:9][C:10]2[CH:15]=[CH:14][C:13]([CH2:16][C@H:17]([O:23][CH2:24][CH3:25])[C:18]([O:20]CC)=[O:19])=[CH:12][CH:11]=2)[C:5]([C:26]2C=CC=CC=2C)=[CH:4][CH:3]=1.[OH-].[Na+], predict the reaction product.